This data is from Forward reaction prediction with 1.9M reactions from USPTO patents (1976-2016). The task is: Predict the product of the given reaction. (1) Given the reactants [Cl:1][C:2]1[CH:7]=[CH:6][CH:5]=[C:4]([CH3:8])[C:3]=1[NH:9][C:10]1[NH:11][C:12]2[C:18]3[CH2:19][C:20]([CH3:23])([CH3:22])[O:21][C:17]=3[C:16]([C:24]([OH:26])=O)=[CH:15][C:13]=2[N:14]=1.CCOC(C(C#N)=NOC(N1CCOCC1)=[N+](C)C)=O.F[P-](F)(F)(F)(F)F.CCN(C(C)C)C(C)C.[NH2:63][C:64]1[CH:69]=[CH:68][C:67]([C:70]([F:73])([F:72])[F:71])=[CH:66][N+:65]=1[O-], predict the reaction product. The product is: [Cl:1][C:2]1[CH:7]=[CH:6][CH:5]=[C:4]([CH3:8])[C:3]=1[NH:9][C:10]1[NH:11][C:12]2[C:18]3[CH2:19][C:20]([CH3:23])([CH3:22])[O:21][C:17]=3[C:16]([C:24]([NH:63][C:64]3[CH:69]=[CH:68][C:67]([C:70]([F:72])([F:71])[F:73])=[CH:66][N:65]=3)=[O:26])=[CH:15][C:13]=2[N:14]=1. (2) Given the reactants [CH3:1][N:2]1[CH2:9][C@@H:8]2[C@@H:4]([N:5]([C:10]3[CH:15]=[CH:14][C:13]([C:16]4[CH:21]=[CH:20][C:19]([N:22]5[C:27](=[O:28])[CH:26]=[CH:25][CH:24]=[N:23]5)=[CH:18][CH:17]=4)=[CH:12][CH:11]=3)[CH2:6][CH2:7]2)[CH2:3]1.[ClH:29], predict the reaction product. The product is: [ClH:29].[CH3:1][N:2]1[CH2:9][C@@H:8]2[C@@H:4]([N:5]([C:10]3[CH:15]=[CH:14][C:13]([C:16]4[CH:21]=[CH:20][C:19]([N:22]5[C:27](=[O:28])[CH:26]=[CH:25][CH:24]=[N:23]5)=[CH:18][CH:17]=4)=[CH:12][CH:11]=3)[CH2:6][CH2:7]2)[CH2:3]1.